From a dataset of Forward reaction prediction with 1.9M reactions from USPTO patents (1976-2016). Predict the product of the given reaction. (1) Given the reactants C(OC([NH:8][C@@H:9]([C:13]1[CH:22]=[CH:21][C:20]2[C:15](=[CH:16][CH:17]=[C:18]([O:23][CH3:24])[CH:19]=2)[CH:14]=1)[C:10]([OH:12])=[O:11])=O)(C)(C)C.F[C:26](F)(F)C(O)=O, predict the reaction product. The product is: [NH2:8][C@@H:9]([C:13]1[CH:22]=[CH:21][C:20]2[C:15](=[CH:16][CH:17]=[C:18]([O:23][CH3:24])[CH:19]=2)[CH:14]=1)[C:10]([O:12][CH3:26])=[O:11]. (2) Given the reactants [Cl:1][C:2]1[CH:3]=[C:4]([CH2:20][CH2:21][OH:22])[CH:5]=[C:6]([Cl:19])[C:7]=1[O:8][C:9]1[N:10]=[N:11][C:12]([Cl:18])=[C:13]([CH:15]([CH3:17])[CH3:16])[CH:14]=1.CC(C)=[O:25].OS(O)(=O)=O.O=[Cr](=O)=O, predict the reaction product. The product is: [Cl:1][C:2]1[CH:3]=[C:4]([CH2:20][C:21]([OH:25])=[O:22])[CH:5]=[C:6]([Cl:19])[C:7]=1[O:8][C:9]1[N:10]=[N:11][C:12]([Cl:18])=[C:13]([CH:15]([CH3:17])[CH3:16])[CH:14]=1. (3) Given the reactants [CH3:1][O:2][C:3]1[CH:12]=[C:11]2[C:6]([CH2:7][CH2:8][CH2:9][C:10]2=O)=[CH:5][CH:4]=1.[C:14]([CH2:16]C(O)=O)#[N:15].C(O)(=O)CCCCCC.C(N)C1C=CC=CC=1.NC1C=CC=CC=1, predict the reaction product. The product is: [CH3:1][O:2][C:3]1[CH:12]=[C:11]2[C:6]([CH2:7][CH2:8][CH:9]=[C:10]2[CH2:16][C:14]#[N:15])=[CH:5][CH:4]=1. (4) Given the reactants [Cl:1][C:2]1[CH:3]=[C:4]([S:9]([NH:12][C:13]2[CH:21]=[CH:20][C:16]([C:17]([OH:19])=[O:18])=[C:15]([OH:22])[CH:14]=2)(=[O:11])=[O:10])[CH:5]=[C:6]([Cl:8])[CH:7]=1.[CH3:23][O:24][CH2:25][CH:26](O)[CH2:27][O:28][CH3:29], predict the reaction product. The product is: [Cl:8][C:6]1[CH:5]=[C:4]([S:9]([NH:12][C:13]2[CH:21]=[CH:20][C:16]([C:17]([O:19][CH:26]([CH2:27][O:28][CH3:29])[CH2:25][O:24][CH3:23])=[O:18])=[C:15]([OH:22])[CH:14]=2)(=[O:10])=[O:11])[CH:3]=[C:2]([Cl:1])[CH:7]=1. (5) Given the reactants [F:1][C:2]1[CH:7]=[CH:6][CH:5]=[CH:4][C:3]=1[N:8]1[C:12](=[O:13])[C:11]([N+:14]([O-])=O)=[C:10]([CH3:17])[N:9]1[CH3:18], predict the reaction product. The product is: [NH2:14][C:11]1[C:12](=[O:13])[N:8]([C:3]2[CH:4]=[CH:5][CH:6]=[CH:7][C:2]=2[F:1])[N:9]([CH3:18])[C:10]=1[CH3:17]. (6) The product is: [C:1]([OH:8])(=[O:7])[CH2:2][CH2:3][CH2:4][CH2:5][CH3:6].[CH3:9][O:10][C:11]1[C:16]([O:17][CH3:18])=[CH:15][CH:14]=[CH:13][C:12]=1[CH2:19][CH2:20][CH2:21][CH2:22][CH2:23][C:24]([OH:26])=[O:25]. Given the reactants [C:1]([OH:8])(=[O:7])[CH:2]=[CH:3][CH2:4][CH2:5][CH3:6].[CH3:9][O:10][C:11]1[C:16]([O:17][CH3:18])=[CH:15][CH:14]=[CH:13][C:12]=1[CH:19]=[CH:20][CH2:21][CH2:22][CH2:23][C:24]([OH:26])=[O:25], predict the reaction product. (7) Given the reactants BrC1C=C2C(C=C(C)C(C(OCC3C=CC(OC)=CC=3)C(OCC)=O)=C2[O:12][S:13]([C:16]([F:19])([F:18])[F:17])(=O)=[O:14])=CC=1.[C:37]([O:41][CH:42]([C:48]1[C:57]([CH3:58])=[CH:56][C:55]2[C:50](=[CH:51][C:52]([Cl:59])=[CH:53][CH:54]=2)[C:49]=1[OH:60])[C:43]([O:45][CH2:46][CH3:47])=[O:44])([CH3:40])([CH3:39])[CH3:38], predict the reaction product. The product is: [C:37]([O:41][CH:42]([C:48]1[C:57]([CH3:58])=[CH:56][C:55]2[C:50](=[CH:51][C:52]([Cl:59])=[CH:53][CH:54]=2)[C:49]=1[O:60][S:13]([C:16]([F:19])([F:18])[F:17])(=[O:14])=[O:12])[C:43]([O:45][CH2:46][CH3:47])=[O:44])([CH3:38])([CH3:40])[CH3:39]. (8) Given the reactants Br[CH2:2][C:3]([C:5]1[CH:10]=[CH:9][C:8]([CH3:11])=[C:7]([CH3:12])[CH:6]=1)=O.[NH2:13][N:14]1[C:18]([C:19]2[CH:24]=[CH:23][CH:22]=[CH:21][C:20]=2[O:25][CH3:26])=[N:17][N:16]=[C:15]1[SH:27].C(O)(C)C, predict the reaction product. The product is: [CH3:26][O:25][C:20]1[CH:21]=[CH:22][CH:23]=[CH:24][C:19]=1[C:18]1[N:14]2[C:15]([S:27][CH2:2][C:3]([C:5]3[CH:10]=[CH:9][C:8]([CH3:11])=[C:7]([CH3:12])[CH:6]=3)=[N:13]2)=[N:16][N:17]=1.